This data is from Forward reaction prediction with 1.9M reactions from USPTO patents (1976-2016). The task is: Predict the product of the given reaction. The product is: [CH3:13][N:14]1[C:22]2[C:17](=[CH:18][CH:19]=[CH:20][CH:21]=2)[C:16]([CH:23]([C:28](=[O:30])[CH3:29])[C:24]([O:26][CH3:27])=[O:25])=[CH:15]1. Given the reactants C([Li])CCC.C(NC(C)C)(C)C.[CH3:13][N:14]1[C:22]2[C:17](=[CH:18][CH:19]=[CH:20][CH:21]=2)[C:16]([CH2:23][C:24]([O:26][CH3:27])=[O:25])=[CH:15]1.[C:28](OC(=O)C)(=[O:30])[CH3:29].[Cl-].[NH4+], predict the reaction product.